Task: Regression/Classification. Given a drug SMILES string, predict its absorption, distribution, metabolism, or excretion properties. Task type varies by dataset: regression for continuous measurements (e.g., permeability, clearance, half-life) or binary classification for categorical outcomes (e.g., BBB penetration, CYP inhibition). Dataset: b3db_classification.. Dataset: Blood-brain barrier permeability classification from the B3DB database (1) The compound is CN1C(C(=O)Nc2ccccn2)=Cc2sccc2S1(=O)=O. The result is 1 (penetrates BBB). (2) The drug is COc1cccc(C2(O)CCCC[C@H]2CN(C)C)c1. The result is 1 (penetrates BBB). (3) The compound is CCC(=O)O[C@]1(C(=O)CCl)[C@@H](C)C[C@H]2[C@@H]3CCC4=CC(=O)C=C[C@]4(C)[C@@]3(F)[C@@H](O)C[C@@]21C. The result is 1 (penetrates BBB). (4) The result is 1 (penetrates BBB). The molecule is CCCCCOC(=O)Nc1nc(=O)n([C@@H]2O[C@H](C)[C@@H](O)[C@H]2O)cc1F.